This data is from Reaction yield outcomes from USPTO patents with 853,638 reactions. The task is: Predict the reaction yield, written as a fraction of the theoretical maximum amount of product (1.0 means a 100% yield; for example, 0.34 means a 34% yield). The reactants are [F:1][C:2]1[CH:7]=[CH:6][CH:5]=[CH:4][C:3]=1[OH:8].F[C:10]1[CH:15]=[CH:14][CH:13]=[CH:12][C:11]=1[N+:16]([O-:18])=[O:17].[F:19][C:20]1[CH:33]=[CH:32][CH:31]=[CH:30][C:21]=1[O:22][C:23]1[CH:29]=[CH:28][CH:27]=[CH:26][C:24]=1[NH2:25].[NH2:34][C:35]1[S:36][CH:37]=[CH:38][N:39]=1. No catalyst specified. The product is [F:1][C:2]1[CH:7]=[CH:6][CH:5]=[CH:4][C:3]=1[O:8][C:10]1[CH:15]=[CH:14][CH:13]=[CH:12][C:11]=1[N+:16]([O-:18])=[O:17].[F:19][C:20]1[CH:33]=[CH:32][CH:31]=[CH:30][C:21]=1[O:22][C:23]1[CH:29]=[CH:28][CH:27]=[CH:26][C:24]=1[NH:25][C:3]([NH:34][C:35]1[S:36][CH:37]=[CH:38][N:39]=1)=[O:8]. The yield is 0.810.